From a dataset of Reaction yield outcomes from USPTO patents with 853,638 reactions. Predict the reaction yield, written as a fraction of the theoretical maximum amount of product (1.0 means a 100% yield; for example, 0.34 means a 34% yield). The reactants are I[C:2]1[CH:7]=[C:6]([S:8]([C:11]2[CH:16]=[CH:15][C:14]([CH3:17])=[CH:13][CH:12]=2)(=[O:10])=[O:9])[C:5]([CH:18]([CH3:20])[CH3:19])=[CH:4][C:3]=1[O:21][CH3:22].[F-].[K+].[F:25][C:26](I)([F:28])[F:27].O. The catalyst is CN(C=O)C.[Cu]I. The product is [CH:18]([C:5]1[CH:4]=[C:3]([O:21][CH3:22])[C:2]([C:26]([F:28])([F:27])[F:25])=[CH:7][C:6]=1[S:8]([C:11]1[CH:16]=[CH:15][C:14]([CH3:17])=[CH:13][CH:12]=1)(=[O:10])=[O:9])([CH3:20])[CH3:19]. The yield is 1.00.